From a dataset of Reaction yield outcomes from USPTO patents with 853,638 reactions. Predict the reaction yield, written as a fraction of the theoretical maximum amount of product (1.0 means a 100% yield; for example, 0.34 means a 34% yield). (1) The reactants are [C:1]([O:5][C:6]([N:8]1[CH2:13][CH2:12][CH2:11][CH2:10][C@@:9]1([CH3:17])[C:14]([OH:16])=O)=[O:7])([CH3:4])([CH3:3])[CH3:2].C(N(C(C)C)CC)(C)C.CN(C(ON1N=NC2C=CC=NC1=2)=[N+](C)C)C.F[P-](F)(F)(F)(F)F.[CH3:51][O:52][C@@H:53]([C@@H:71]1[CH2:75][CH2:74][CH2:73][N:72]1[C:76](=[O:95])[CH2:77][C@@H:78]([O:93][CH3:94])[C@@H:79]([N:84]([CH3:92])[C:85](=[O:91])[C@H:86]([CH:88]([CH3:90])[CH3:89])[NH2:87])[C@@H:80]([CH3:83])[CH2:81][CH3:82])[C@@H:54]([CH3:70])[C:55]([NH:57][C@H:58]([C:66]([O:68][CH3:69])=[O:67])[CH2:59][C:60]1[CH:65]=[CH:64][CH:63]=[CH:62][CH:61]=1)=[O:56]. The catalyst is ClCCl.CN(C)C=O. The product is [C:1]([O:5][C:6]([N:8]1[CH2:13][CH2:12][CH2:11][CH2:10][C@:9]1([C:14]([NH:87][C@H:86]([C:85]([N:84]([CH3:92])[C@@H:79]([C@@H:80]([CH3:83])[CH2:81][CH3:82])[C@H:78]([O:93][CH3:94])[CH2:77][C:76]([N:72]1[CH2:73][CH2:74][CH2:75][C@H:71]1[C@H:53]([O:52][CH3:51])[C@@H:54]([CH3:70])[C:55]([NH:57][C@H:58]([C:66]([O:68][CH3:69])=[O:67])[CH2:59][C:60]1[CH:61]=[CH:62][CH:63]=[CH:64][CH:65]=1)=[O:56])=[O:95])=[O:91])[CH:88]([CH3:89])[CH3:90])=[O:16])[CH3:17])=[O:7])([CH3:2])([CH3:3])[CH3:4]. The yield is 0.390. (2) The product is [Cl:1][C:2]1[C:3]2[N:4]([C:8]([C:18]3[CH:23]=[CH:22][N:21]=[C:20]([NH:37][CH:32]4[CH2:36][CH2:35][CH2:34][CH2:33]4)[CH:19]=3)=[C:9]([C:11]3[CH:12]=[CH:13][C:14]([F:17])=[CH:15][CH:16]=3)[N:10]=2)[CH:5]=[CH:6][CH:7]=1. The yield is 0.760. No catalyst specified. The reactants are [Cl:1][C:2]1[C:3]2[N:4]([C:8]([C:18]3[CH:23]=[CH:22][N:21]=[C:20](F)[CH:19]=3)=[C:9]([C:11]3[CH:16]=[CH:15][C:14]([F:17])=[CH:13][CH:12]=3)[N:10]=2)[CH:5]=[CH:6][CH:7]=1.C(OCC)(=O)C.O.[CH:32]1([NH2:37])[CH2:36][CH2:35][CH2:34][CH2:33]1. (3) The reactants are [C:1]1([N:11]2[C:15]([SH:16])=[N:14][N:13]=[N:12]2)[C:10]2[C:5](=[CH:6][CH:7]=[CH:8][CH:9]=2)[CH:4]=[CH:3][CH:2]=1.Br[CH2:18][C:19]([O:21][CH2:22][CH3:23])=[O:20].C(=O)([O-])[O-].[K+].[K+].O. The catalyst is CN(C=O)C. The product is [C:1]1([N:11]2[C:15]([S:16][CH2:18][C:19]([O:21][CH2:22][CH3:23])=[O:20])=[N:14][N:13]=[N:12]2)[C:10]2[C:5](=[CH:6][CH:7]=[CH:8][CH:9]=2)[CH:4]=[CH:3][CH:2]=1. The yield is 0.940. (4) The reactants are [Cl:1][C:2]1[CH:7]=[CH:6][CH:5]=[CH:4][C:3]=1[C:8]1[C:16]2[O:15][CH:14]([CH2:17][NH:18]C(=O)OCC3C=CC=CC=3)[CH2:13][C:12]=2[CH:11]=[CH:10][CH:9]=1.I[Si](C)(C)C. No catalyst specified. The product is [Cl:1][C:2]1[CH:7]=[CH:6][CH:5]=[CH:4][C:3]=1[C:8]1[C:16]2[O:15][CH:14]([CH2:17][NH2:18])[CH2:13][C:12]=2[CH:11]=[CH:10][CH:9]=1. The yield is 0.750. (5) The reactants are CO[C:3](=O)[C:4](=[N+]=[N-])[N+:5]([O-:7])=[O:6].[Br:11][C:12]1[CH:19]=[CH:18][CH:17]=[CH:16][C:13]=1C=C.[CH2:20](Cl)Cl. The catalyst is C([O-])(=O)C.C([O-])(=O)C.C([O-])(=O)C.C([O-])(=O)C.[Rh+2].[Rh+2]. The product is [Br:11][C:12]1[CH:19]=[CH:18][CH:17]=[CH:16][C:13]=1[CH:3]1[CH2:20][CH:4]1[N+:5]([O-:7])=[O:6]. The yield is 0.460. (6) The reactants are [CH3:1][C:2]1[CH:11]=[C:10]([CH2:12][O:13][Si:14]([CH:21]([CH3:23])[CH3:22])([CH:18]([CH3:20])[CH3:19])[CH:15]([CH3:17])[CH3:16])[CH:9]=[CH:8][C:3]=1[C:4]([O:6]C)=[O:5].[OH-].[Li+].CO. The catalyst is C1COCC1.O. The product is [CH3:1][C:2]1[CH:11]=[C:10]([CH2:12][O:13][Si:14]([CH:15]([CH3:17])[CH3:16])([CH:21]([CH3:23])[CH3:22])[CH:18]([CH3:20])[CH3:19])[CH:9]=[CH:8][C:3]=1[C:4]([OH:6])=[O:5]. The yield is 0.940. (7) The yield is 0.770. The catalyst is C(#N)C.C(OCC)(=O)C.[Ru]([O-])(=O)(=O)=O.C([N+](CCC)(CCC)CCC)CC. The reactants are [F:1][C:2]1[CH:7]=[CH:6][CH:5]=[C:4]([F:8])[C:3]=1[C:9]1[NH:13][CH:12]=[C:11]([CH2:14][OH:15])[CH:10]=1.C[N+]1([O-])CCOCC1. The product is [F:1][C:2]1[CH:7]=[CH:6][CH:5]=[C:4]([F:8])[C:3]=1[C:9]1[NH:13][CH:12]=[C:11]([CH:14]=[O:15])[CH:10]=1. (8) The reactants are [CH2:1]([O:8][C:9]1[CH:14]=[CH:13][C:12](Br)=[C:11]([O:16][CH2:17][C:18]([CH3:20])=[CH2:19])[CH:10]=1)[C:2]1[CH:7]=[CH:6][CH:5]=[CH:4][CH:3]=1.C([SnH](CCCC)CCCC)CCC.C(OOC(=O)C1C=CC=CC=1)(=O)C1C=CC=CC=1. The catalyst is C1C=CC=CC=1. The product is [CH2:1]([O:8][C:9]1[CH:14]=[CH:13][C:12]2[C:18]([CH3:20])([CH3:19])[CH2:17][O:16][C:11]=2[CH:10]=1)[C:2]1[CH:7]=[CH:6][CH:5]=[CH:4][CH:3]=1. The yield is 0.910. (9) The reactants are [F:1][C:2]1[CH:9]=[CH:8][C:7](C=O)=[CH:6][C:3]=1[C:4]#[N:5].C(O)C.[CH:15]([O:22][CH2:23][CH3:24])([O:19][CH2:20][CH3:21])OCC. The catalyst is [Cl-].[NH4+]. The product is [CH2:23]([O:22][CH:15]([O:19][CH2:20][CH3:21])[C:7]1[CH:8]=[CH:9][C:2]([F:1])=[C:3]([CH:6]=1)[C:4]#[N:5])[CH3:24]. The yield is 0.980.